Dataset: Peptide-MHC class I binding affinity with 185,985 pairs from IEDB/IMGT. Task: Regression. Given a peptide amino acid sequence and an MHC pseudo amino acid sequence, predict their binding affinity value. This is MHC class I binding data. (1) The peptide sequence is GMSSRAIAR. The MHC is HLA-A03:01 with pseudo-sequence HLA-A03:01. The binding affinity (normalized) is 0.750. (2) The peptide sequence is ETMETLLLL. The MHC is HLA-A26:01 with pseudo-sequence HLA-A26:01. The binding affinity (normalized) is 0.578. (3) The peptide sequence is SPLPITLKY. The MHC is HLA-A03:01 with pseudo-sequence HLA-A03:01. The binding affinity (normalized) is 0.0847. (4) The peptide sequence is ETIQKDINI. The MHC is HLA-A02:03 with pseudo-sequence HLA-A02:03. The binding affinity (normalized) is 0. (5) The peptide sequence is MTRGLLGSY. The MHC is HLA-A29:02 with pseudo-sequence HLA-A29:02. The binding affinity (normalized) is 0.575. (6) The peptide sequence is TMNVTTHKY. The MHC is HLA-A68:02 with pseudo-sequence HLA-A68:02. The binding affinity (normalized) is 0.00333. (7) The peptide sequence is IQYVIRAQL. The MHC is HLA-B27:05 with pseudo-sequence HLA-B27:05. The binding affinity (normalized) is 0.0847. (8) The peptide sequence is VPGLPGTVL. The MHC is HLA-A11:01 with pseudo-sequence HLA-A11:01. The binding affinity (normalized) is 0.222. (9) The peptide sequence is QLLEAVYGNI. The MHC is HLA-A02:01 with pseudo-sequence HLA-A02:01. The binding affinity (normalized) is 0.511. (10) The peptide sequence is ETLPAMCNVY. The binding affinity (normalized) is 0. The MHC is HLA-B08:01 with pseudo-sequence HLA-B08:01.